Predict the reaction yield, written as a fraction of the theoretical maximum amount of product (1.0 means a 100% yield; for example, 0.34 means a 34% yield). From a dataset of Reaction yield outcomes from USPTO patents with 853,638 reactions. The reactants are [OH:1][C@H:2]1[CH2:6][N:5]([C:7]([O:9][C:10]([CH3:13])([CH3:12])[CH3:11])=[O:8])[C@H:4]([C:14]([O:16][CH3:17])=[O:15])[CH2:3]1.[C:18](C1NC=CN=1)(C1NC=CN=1)=[O:19].[Br:30][C:31]1[C:32]2[C:36]([CH:37]=[CH:38][CH:39]=1)=[CH:35][NH:34][CH:33]=2. The catalyst is CN(C)C(=O)C. The product is [Br:30][C:31]1[CH:39]=[CH:38][CH:37]=[C:36]2[C:32]=1[CH2:33][N:34]([C:18]([O:1][C@H:2]1[CH2:6][N:5]([C:7]([O:9][C:10]([CH3:11])([CH3:12])[CH3:13])=[O:8])[C@H:4]([C:14]([O:16][CH3:17])=[O:15])[CH2:3]1)=[O:19])[CH2:35]2. The yield is 0.790.